From a dataset of Aqueous solubility values for 9,982 compounds from the AqSolDB database. Regression/Classification. Given a drug SMILES string, predict its absorption, distribution, metabolism, or excretion properties. Task type varies by dataset: regression for continuous measurements (e.g., permeability, clearance, half-life) or binary classification for categorical outcomes (e.g., BBB penetration, CYP inhibition). For this dataset (solubility_aqsoldb), we predict Y. (1) The drug is COCCO[Si](CCCl)(OCCOC)OCCOC. The Y is -1.10 log mol/L. (2) The molecule is C1CCOCC1. The Y is -0.0310 log mol/L. (3) The drug is CCCCCCNC(=O)C(C)O. The Y is -0.949 log mol/L. (4) The drug is Cc1cccc2c1c(C)cc1cc3ccccc3cc12. The Y is -7.97 log mol/L. (5) The molecule is O=C(O)C(CCBr)(c1ccccc1)c1ccccc1. The Y is -4.07 log mol/L. (6) The drug is O=C1OCc2ccc([N+](=O)[O-])cc21. The Y is -2.65 log mol/L.